This data is from Reaction yield outcomes from USPTO patents with 853,638 reactions. The task is: Predict the reaction yield, written as a fraction of the theoretical maximum amount of product (1.0 means a 100% yield; for example, 0.34 means a 34% yield). (1) The reactants are Br[C:2]1[CH:3]=[C:4]2[C:10]3([CH2:14][CH2:13][N:12]([C:15]([O:17][C:18]([CH3:21])([CH3:20])[CH3:19])=[O:16])[CH2:11]3)[CH2:9][N:8]([C:22]([O:24][CH2:25][CH2:26][Si:27]([CH3:30])([CH3:29])[CH3:28])=[O:23])[C:5]2=[CH:6][CH:7]=1.[CH2:31]([Sn](CCCC)(CCCC)C=C)[CH2:32]CC.[Cl-].[Li+]. The yield is 0.810. The catalyst is O1CCCC1. The product is [CH:31]([C:2]1[CH:3]=[C:4]2[C:10]3([CH2:14][CH2:13][N:12]([C:15]([O:17][C:18]([CH3:21])([CH3:20])[CH3:19])=[O:16])[CH2:11]3)[CH2:9][N:8]([C:22]([O:24][CH2:25][CH2:26][Si:27]([CH3:29])([CH3:28])[CH3:30])=[O:23])[C:5]2=[CH:6][CH:7]=1)=[CH2:32]. (2) The reactants are [CH2:1]([O:7][C:8]1[CH:9]=[C:10]([CH:22]=[CH:23][C:24]([OH:26])=O)[CH:11]=[C:12]([O:15][CH2:16][CH2:17][CH2:18][CH2:19][CH2:20][CH3:21])[C:13]=1[OH:14])[CH2:2][CH2:3][CH2:4][CH2:5][CH3:6].[NH2:27][C:28]1[CH:33]=[CH:32][CH:31]=[CH:30][C:29]=1[OH:34].F[P-](F)(F)(F)(F)F.N1(O[P+](N(C)C)(N(C)C)N(C)C)C2C=CC=CC=2N=N1. The catalyst is CN(C=O)C.CCN(CC)CC.C(Cl)Cl. The product is [CH2:16]([O:15][C:12]1[CH:11]=[C:10]([CH:22]=[CH:23][C:24]([NH:27][C:28]2[CH:33]=[CH:32][CH:31]=[CH:30][C:29]=2[OH:34])=[O:26])[CH:9]=[C:8]([O:7][CH2:1][CH2:2][CH2:3][CH2:4][CH2:5][CH3:6])[C:13]=1[OH:14])[CH2:17][CH2:18][CH2:19][CH2:20][CH3:21]. The yield is 0.340. (3) The reactants are Br[CH2:2][C:3]#[C:4][CH3:5].[O:6]=[CH:7][C:8]1[CH:16]=[CH:15][C:13]([OH:14])=[C:10]([O:11][CH3:12])[CH:9]=1.C(=O)([O-])[O-].[K+].[K+]. The catalyst is CC(C)=O. The product is [CH2:2]([O:14][C:13]1[CH:15]=[CH:16][C:8]([CH:7]=[O:6])=[CH:9][C:10]=1[O:11][CH3:12])[C:3]#[C:4][CH3:5]. The yield is 0.950. (4) The reactants are [Br:1][C:2]1[CH:7]=[C:6]([CH2:8][O:9][CH:10]2[CH2:15][CH2:14][CH2:13][CH2:12][O:11]2)[CH:5]=[C:4]([Br:16])[C:3]=1[CH2:17][C:18]#[N:19].[H-].[Na+].[Cl:22][C:23]1[N:24]=[N:25][C:26](Cl)=[CH:27][C:28]=1[CH:29]([CH3:31])[CH3:30].[Cl-].[Na+].C(=O)(O)[O-].[Na+]. The catalyst is CN(C)C=O.O. The product is [Cl:22][C:23]1[N:24]=[N:25][C:26]([CH:17]([C:3]2[C:2]([Br:1])=[CH:7][C:6]([CH2:8][O:9][CH:10]3[CH2:15][CH2:14][CH2:13][CH2:12][O:11]3)=[CH:5][C:4]=2[Br:16])[C:18]#[N:19])=[CH:27][C:28]=1[CH:29]([CH3:31])[CH3:30]. The yield is 0.650. (5) The reactants are [Br:1][C:2]1[CH:3]=[C:4]2[C:8](=[CH:9][CH:10]=1)[C:7](=O)[CH2:6][CH2:5]2.Cl.[CH2:13]([O:20][NH2:21])[C:14]1[CH:19]=[CH:18][CH:17]=[CH:16][CH:15]=1.N1C=CC=CC=1. The catalyst is C(O)C. The product is [CH2:13]([O:20]/[N:21]=[C:7]1\[CH2:6][CH2:5][C:4]2[C:8]\1=[CH:9][CH:10]=[C:2]([Br:1])[CH:3]=2)[C:14]1[CH:19]=[CH:18][CH:17]=[CH:16][CH:15]=1. The yield is 0.840. (6) The reactants are [C:1]([O:4][CH2:5][CH2:6][O:7][C:8]1[CH:13]=[CH:12][C:11]([N+:14]([O-])=O)=[CH:10][C:9]=1[O:17][CH3:18])(=[O:3])[CH3:2]. The catalyst is CCOC(C)=O.C1COCC1.[Pd]. The product is [C:1]([O:4][CH2:5][CH2:6][O:7][C:8]1[CH:13]=[CH:12][C:11]([NH2:14])=[CH:10][C:9]=1[O:17][CH3:18])(=[O:3])[CH3:2]. The yield is 1.00. (7) The reactants are [Cl:1][C:2]1[C:6]([CH2:7][CH3:8])=[C:5]([C:9]2[CH:10]=[C:11]([C:14]([O:16]C)=[O:15])[S:12][CH:13]=2)[N:4]([CH3:18])[N:3]=1.[OH-].[Na+]. The catalyst is O1CCCC1. The product is [Cl:1][C:2]1[C:6]([CH2:7][CH3:8])=[C:5]([C:9]2[CH:10]=[C:11]([C:14]([OH:16])=[O:15])[S:12][CH:13]=2)[N:4]([CH3:18])[N:3]=1. The yield is 0.870. (8) The catalyst is C1(C)C=CC=CC=1. The yield is 0.900. The product is [ClH:17].[NH2:16][C:15]1[C:4]2[C:3](=[C:2]([Br:1])[CH:7]=[CH:6][CH:5]=2)[N:8]=[N:9][C:10]=1[C:11]([NH:13][CH3:14])=[O:12]. The reactants are [Br:1][C:2]1[CH:7]=[CH:6][CH:5]=[CH:4][C:3]=1[NH:8][N:9]=[C:10]([C:15]#[N:16])[C:11]([NH:13][CH3:14])=[O:12].[Cl-:17].[Al+3].[Cl-].[Cl-].Cl. (9) The reactants are [NH:1]1[C:9]2[C:4](=[CH:5][CH:6]=[CH:7][CH:8]=2)[CH2:3][C:2]1=[O:10].[Cl-].[Al+3].[Cl-].[Cl-].[Cl:15][CH2:16][C:17](Cl)=[O:18].Cl. The catalyst is ClC(Cl)C.C(OCC)(=O)C. The product is [Cl:15][CH2:16][C:17]([C:6]1[CH:5]=[C:4]2[C:9](=[CH:8][CH:7]=1)[NH:1][C:2](=[O:10])[CH2:3]2)=[O:18]. The yield is 0.980.